From a dataset of Forward reaction prediction with 1.9M reactions from USPTO patents (1976-2016). Predict the product of the given reaction. Given the reactants C([O:8][C@H:9]1[CH2:13][N:12]([C:14]([O:16][C:17]([CH3:20])([CH3:19])[CH3:18])=[O:15])[C@H:11]([C@H:21]([NH:35][C:36](=[O:48])[C:37]2[CH:42]=[CH:41][CH:40]=[C:39]([C:43]([F:46])([F:45])[F:44])[C:38]=2[Cl:47])[C:22]2[CH:27]=[CH:26][C:25]([S:28]([CH2:31][CH:32]3[CH2:34][CH2:33]3)(=[O:30])=[O:29])=[CH:24][CH:23]=2)[CH2:10]1)C1C=CC=CC=1.C(O[C@H]1CN(C(OC(C)(C)C)=O)[C@H](C(O)=O)C1)C1C=CC=CC=1.C(C1C(=O)C(Cl)=C(Cl)C(=O)C=1C#N)#N.C1CC=CCC=1, predict the reaction product. The product is: [Cl:47][C:38]1[C:39]([C:43]([F:45])([F:44])[F:46])=[CH:40][CH:41]=[CH:42][C:37]=1[C:36]([NH:35][C@H:21]([C:22]1[CH:27]=[CH:26][C:25]([S:28]([CH2:31][CH:32]2[CH2:33][CH2:34]2)(=[O:29])=[O:30])=[CH:24][CH:23]=1)[C@@H:11]1[CH2:10][C@@H:9]([OH:8])[CH2:13][N:12]1[C:14]([O:16][C:17]([CH3:19])([CH3:20])[CH3:18])=[O:15])=[O:48].